Task: Predict the reaction yield, written as a fraction of the theoretical maximum amount of product (1.0 means a 100% yield; for example, 0.34 means a 34% yield).. Dataset: Reaction yield outcomes from USPTO patents with 853,638 reactions The yield is 1.00. The product is [Cl:1][C:2]1[CH:3]=[C:4]([CH:24]=[CH:25][C:26]=1[O:27][C:28]([F:31])([F:29])[F:30])[O:5][C:6]1[CH:15]=[CH:14][C:9]([C:10]([OH:12])=[O:11])=[CH:8][C:7]=1[C:16]1[C:17]([O:22][CH3:23])=[N:18][CH:19]=[CH:20][CH:21]=1. The reactants are [Cl:1][C:2]1[CH:3]=[C:4]([CH:24]=[CH:25][C:26]=1[O:27][C:28]([F:31])([F:30])[F:29])[O:5][C:6]1[CH:15]=[CH:14][C:9]([C:10]([O:12]C)=[O:11])=[CH:8][C:7]=1[C:16]1[C:17]([O:22][CH3:23])=[N:18][CH:19]=[CH:20][CH:21]=1.O.[OH-].[Li+].Cl. The catalyst is O1CCCC1.O.